This data is from Reaction yield outcomes from USPTO patents with 853,638 reactions. The task is: Predict the reaction yield, written as a fraction of the theoretical maximum amount of product (1.0 means a 100% yield; for example, 0.34 means a 34% yield). (1) The reactants are O[CH2:2][C:3]1[CH:4]=[C:5]2[C:9](=[CH:10][C:11]=1[F:12])[N:8]([C:13]([O:15][C:16]([CH3:19])([CH3:18])[CH3:17])=[O:14])[N:7]=[CH:6]2.C(Cl)[Cl:21].N1C=CC=CC=1.CS(Cl)(=O)=O. No catalyst specified. The product is [Cl:21][CH2:2][C:3]1[CH:4]=[C:5]2[C:9](=[CH:10][C:11]=1[F:12])[N:8]([C:13]([O:15][C:16]([CH3:19])([CH3:18])[CH3:17])=[O:14])[N:7]=[CH:6]2. The yield is 0.590. (2) The reactants are Cl[C:2]1[C:11]2[C:6](=[CH:7][CH:8]=[CH:9][CH:10]=2)[N:5]=[CH:4][C:3]=1[N+:12]([O-:14])=[O:13].C(N(CC)CC)C.Cl.Cl.[NH2:24][CH2:25][C:26]1([NH2:32])[CH2:31][CH2:30][CH2:29][CH2:28][CH2:27]1. The catalyst is ClCCl. The product is [NH2:32][C:26]1([CH2:25][NH:24][C:2]2[C:11]3[C:6](=[CH:7][CH:8]=[CH:9][CH:10]=3)[N:5]=[CH:4][C:3]=2[N+:12]([O-:14])=[O:13])[CH2:31][CH2:30][CH2:29][CH2:28][CH2:27]1. The yield is 0.990. (3) The reactants are [CH:1]1([NH:6][C:7]2[CH:8]=[CH:9][CH:10]=[C:11]3[C:15]=2[NH:14][C:13]([C:16]2[S:17][CH2:18][CH:19]([CH2:21][C:22]([OH:24])=O)[N:20]=2)=[CH:12]3)[CH2:5][CH2:4][CH2:3][CH2:2]1.O[NH:26][C:27]([CH:29]1[CH2:33][CH2:32][CH2:31][CH2:30]1)=[NH:28].O. The catalyst is CN(C)C=O. The product is [CH:1]1([NH:6][C:7]2[CH:8]=[CH:9][CH:10]=[C:11]3[C:15]=2[NH:14][C:13]([C:16]2[S:17][CH2:18][C@@H:19]([CH2:21][C:22]4[O:24][N:28]=[C:27]([CH:29]5[CH2:33][CH2:32][CH2:31][CH2:30]5)[N:26]=4)[N:20]=2)=[CH:12]3)[CH2:5][CH2:4][CH2:3][CH2:2]1. The yield is 0.560. (4) The reactants are [H-].[Na+].[F:3][C:4]([F:8])([F:7])[CH2:5][OH:6].F[C:10]1[C:18]([CH3:19])=[CH:17][C:13]([C:14]([OH:16])=[O:15])=[CH:12][N:11]=1.Cl. The catalyst is CC(N(C)C)=O.O. The product is [CH3:19][C:18]1[C:10]([O:6][CH2:5][C:4]([F:8])([F:7])[F:3])=[N:11][CH:12]=[C:13]([CH:17]=1)[C:14]([OH:16])=[O:15]. The yield is 0.830. (5) The reactants are [OH:1][CH:2]1[CH2:5][N:4]([C:6]([O:8][CH2:9][C:10]2[CH:15]=[CH:14][C:13]([N+:16]([O-:18])=[O:17])=[CH:12][CH:11]=2)=[O:7])[CH2:3]1.[CH3:19][S:20](Cl)(=[O:22])=[O:21].C(N(CC)CC)C. The catalyst is C(Cl)Cl. The product is [CH3:19][S:20]([O:1][CH:2]1[CH2:5][N:4]([C:6]([O:8][CH2:9][C:10]2[CH:15]=[CH:14][C:13]([N+:16]([O-:18])=[O:17])=[CH:12][CH:11]=2)=[O:7])[CH2:3]1)(=[O:22])=[O:21]. The yield is 1.00.